This data is from Full USPTO retrosynthesis dataset with 1.9M reactions from patents (1976-2016). The task is: Predict the reactants needed to synthesize the given product. (1) Given the product [CH3:42][O:41][C:32]1[CH:31]=[C:30]2[C:35](=[C:34]3[CH2:36][C:37]([CH3:40])([CH3:39])[O:38][C:33]=13)[C:26]([C:22]1[CH:21]=[C:20]([NH:19][C:17]([C:14]3[CH:13]=[CH:12][C:11]([CH2:10][P:5](=[O:4])([OH:6])[OH:9])=[CH:16][CH:15]=3)=[O:18])[CH:25]=[CH:24][CH:23]=1)=[N:27][C:28]([CH3:44])([CH3:43])[CH2:29]2, predict the reactants needed to synthesize it. The reactants are: Cl.C([O:4][P:5]([CH2:10][C:11]1[CH:16]=[CH:15][C:14]([C:17]([NH:19][C:20]2[CH:25]=[CH:24][CH:23]=[C:22]([C:26]3[C:35]4[C:30](=[CH:31][C:32]([O:41][CH3:42])=[C:33]5[O:38][C:37]([CH3:40])([CH3:39])[CH2:36][C:34]5=4)[CH2:29][C:28]([CH3:44])([CH3:43])[N:27]=3)[CH:21]=2)=[O:18])=[CH:13][CH:12]=1)(=[O:9])[O:6]CC)C.C[Si](Br)(C)C. (2) The reactants are: [Cl:1][C:2]1[CH:3]=[C:4]([NH:9][C:10]2[N:15]=[C:14]([N:16]3[CH:20]=[CH:19][C:18]([C:21]([F:24])([F:23])[F:22])=[N:17]3)[C:13]([C:25]3[CH:26]=[C:27]([C:38]([O:40]C)=[O:39])[C:28]([O:31][CH:32]4[CH2:36][CH2:35][N:34]([CH3:37])[CH2:33]4)=[N:29][CH:30]=3)=[CH:12][N:11]=2)[CH:5]=[CH:6][C:7]=1[F:8].O.[OH-].[Ba+2].[OH-].Cl. Given the product [Cl:1][C:2]1[CH:3]=[C:4]([NH:9][C:10]2[N:15]=[C:14]([N:16]3[CH:20]=[CH:19][C:18]([C:21]([F:22])([F:23])[F:24])=[N:17]3)[C:13]([C:25]3[CH:26]=[C:27]([C:38]([OH:40])=[O:39])[C:28]([O:31][CH:32]4[CH2:36][CH2:35][N:34]([CH3:37])[CH2:33]4)=[N:29][CH:30]=3)=[CH:12][N:11]=2)[CH:5]=[CH:6][C:7]=1[F:8], predict the reactants needed to synthesize it. (3) Given the product [Na+:5].[F:25][C:8]([F:7])([F:24])[C:9]1[CH:10]=[CH:11][C:12]([C:15]2[CH:16]=[C:17]([S:20]([O-:22])=[O:21])[S:18][CH:19]=2)=[CH:13][CH:14]=1, predict the reactants needed to synthesize it. The reactants are: S([O-])([O-])=O.[Na+:5].[Na+].[F:7][C:8]([F:25])([F:24])[C:9]1[CH:14]=[CH:13][C:12]([C:15]2[CH:16]=[C:17]([S:20](Cl)(=[O:22])=[O:21])[S:18][CH:19]=2)=[CH:11][CH:10]=1.C(=O)(O)[O-].[Na+].C(OCC)(=O)C.CCCCCC.